From a dataset of Blood-brain barrier penetration binary classification data from Martins et al.. Regression/Classification. Given a drug SMILES string, predict its absorption, distribution, metabolism, or excretion properties. Task type varies by dataset: regression for continuous measurements (e.g., permeability, clearance, half-life) or binary classification for categorical outcomes (e.g., BBB penetration, CYP inhibition). Dataset: bbb_martins. (1) The compound is O=C(c1ccc(F)cc1)C1CCN(CCCn2c(=O)[nH]c3cc(Cl)ccc32)CC1. The result is 1 (penetrates BBB). (2) The compound is Clc1ccc2c(c1)[C@H]1CNC[C@H]1c1ccccc1O2. The result is 1 (penetrates BBB). (3) The compound is C=CC1O[C@@H]2CC3C4CCC5=CC(=O)C=CC5(C)C4(F)C(O)CC3(C)[C@]2(C(=O)CO)O1. The result is 1 (penetrates BBB). (4) The compound is CC(c1noc2ccc(Cl)cc12)n1ccnc1. The result is 1 (penetrates BBB). (5) The molecule is COc1cc(N)c(Cl)cc1C(=O)NC1CCN(Cc2ccccc2)CC1. The result is 1 (penetrates BBB). (6) The compound is Clc1ccc2c(c1)C1CNCC1c1ccccc1O2. The result is 1 (penetrates BBB). (7) The molecule is CC(C)(C)C(O)/C=C/c1ccc2c(c1)OCO2. The result is 1 (penetrates BBB).